This data is from CYP1A2 inhibition data for predicting drug metabolism from PubChem BioAssay. The task is: Regression/Classification. Given a drug SMILES string, predict its absorption, distribution, metabolism, or excretion properties. Task type varies by dataset: regression for continuous measurements (e.g., permeability, clearance, half-life) or binary classification for categorical outcomes (e.g., BBB penetration, CYP inhibition). Dataset: cyp1a2_veith. The molecule is Cc1ccc(-n2c(C)cc(C(=S)N3CCOCC3)c2C)cc1C. The result is 0 (non-inhibitor).